This data is from Full USPTO retrosynthesis dataset with 1.9M reactions from patents (1976-2016). The task is: Predict the reactants needed to synthesize the given product. Given the product [Cl:6][C:7]1[N:8]=[C:9]([C:14]([NH:16][C@H:17]2[CH2:22][CH2:21][N:20]([C:23]3[S:24][C:25]([C:30]([O:32][CH2:33][CH3:34])=[O:31])=[C:26]([CH:28]=[CH2:1])[N:27]=3)[CH2:19][C@H:18]2[O:35][CH3:36])=[O:15])[NH:10][C:11]=1[CH2:12][CH3:13], predict the reactants needed to synthesize it. The reactants are: [CH2:1]([Li])CCC.[Cl:6][C:7]1[N:8]=[C:9]([C:14]([NH:16][C@H:17]2[CH2:22][CH2:21][N:20]([C:23]3[S:24][C:25]([C:30]([O:32][CH2:33][CH3:34])=[O:31])=[C:26]([CH:28]=O)[N:27]=3)[CH2:19][C@H:18]2[O:35][CH3:36])=[O:15])[NH:10][C:11]=1[CH2:12][CH3:13].